Task: Predict the product of the given reaction.. Dataset: Forward reaction prediction with 1.9M reactions from USPTO patents (1976-2016) (1) Given the reactants NC1C=CC=CN=1.[I-].[NH2:9][N+:10]1[CH:15]=[CH:14][CH:13]=[CH:12][C:11]=1[NH2:16].[C:17]([C:21]1[CH:29]=[CH:28][C:24]([C:25](Cl)=O)=[CH:23][CH:22]=1)([CH3:20])([CH3:19])[CH3:18], predict the reaction product. The product is: [C:17]([C:21]1[CH:22]=[CH:23][C:24]([C:25]2[N:16]=[C:11]3[CH:12]=[CH:13][CH:14]=[CH:15][N:10]3[N:9]=2)=[CH:28][CH:29]=1)([CH3:20])([CH3:19])[CH3:18]. (2) Given the reactants [C-:1]#[N:2].[Na+].[Cl-].[NH4+:5].N.CO.[CH3:9][C:10]([CH3:20])([CH3:19])[CH2:11][CH2:12][N:13]1[CH2:17][CH2:16][C:15](=O)[CH2:14]1.[O-]S([O-])(=O)=O.[Mg+2], predict the reaction product. The product is: [NH2:5][C:15]1([C:1]#[N:2])[CH2:16][CH2:17][N:13]([CH2:12][CH2:11][C:10]([CH3:20])([CH3:19])[CH3:9])[CH2:14]1. (3) Given the reactants [F:1][C:2]1[CH:7]=[CH:6][C:5]([C:8]2[C:12]([CH2:13][O:14][C:15]3[CH:23]=[CH:22][C:18]([C:19]([OH:21])=O)=[CH:17][N:16]=3)=[C:11]([CH2:24][OH:25])[O:10][N:9]=2)=[CH:4][CH:3]=1.C(N1C=CN=C1)(N1C=CN=C1)=O.[CH3:38][C:39]1([NH2:43])[CH2:42][O:41][CH2:40]1, predict the reaction product. The product is: [F:1][C:2]1[CH:7]=[CH:6][C:5]([C:8]2[C:12]([CH2:13][O:14][C:15]3[CH:23]=[CH:22][C:18]([C:19]([NH:43][C:39]4([CH3:38])[CH2:42][O:41][CH2:40]4)=[O:21])=[CH:17][N:16]=3)=[C:11]([CH2:24][OH:25])[O:10][N:9]=2)=[CH:4][CH:3]=1. (4) The product is: [CH2:1]([O:8][C:9]1[CH:18]=[CH:17][C:16]([C@@H:19]([O:22][Si:23]([C:26]([CH3:27])([CH3:28])[CH3:29])([CH3:24])[CH3:25])[CH2:20][Br:21])=[CH:15][C:10]=1[CH2:11][OH:12])[C:2]1[CH:3]=[CH:4][CH:5]=[CH:6][CH:7]=1. Given the reactants [CH2:1]([O:8][C:9]1[CH:18]=[CH:17][C:16]([C@@H:19]([O:22][Si:23]([C:26]([CH3:29])([CH3:28])[CH3:27])([CH3:25])[CH3:24])[CH2:20][Br:21])=[CH:15][C:10]=1[C:11](OC)=[O:12])[C:2]1[CH:7]=[CH:6][CH:5]=[CH:4][CH:3]=1, predict the reaction product. (5) Given the reactants [C:1](=[S:12])([S:7][CH2:8][C:9]([OH:11])=O)SCC(O)=O.C(=O)([O-])[O-].[K+].[K+].[NH2:19][CH2:20][CH2:21][CH2:22][N:23]1[CH2:28][CH2:27][O:26][CH2:25][CH2:24]1, predict the reaction product. The product is: [N:23]1([CH2:22][CH2:21][CH2:20][N:19]2[C:9](=[O:11])[CH2:8][S:7][C:1]2=[S:12])[CH2:28][CH2:27][O:26][CH2:25][CH2:24]1. (6) Given the reactants [Cl:1][C:2]1[CH:7]=[CH:6][C:5]([C:8](=[O:20])[CH2:9][S:10]([C:13]2[CH:14]=[CH:15][C:16](=[O:19])[NH:17][N:18]=2)(=[O:12])=[O:11])=[CH:4][CH:3]=1.[BH4-].[Na+], predict the reaction product. The product is: [Cl:1][C:2]1[CH:7]=[CH:6][C:5]([CH:8]([OH:20])[CH2:9][S:10]([C:13]2[CH:14]=[CH:15][C:16](=[O:19])[NH:17][N:18]=2)(=[O:12])=[O:11])=[CH:4][CH:3]=1. (7) Given the reactants N(CCO)CCO.CCOCC.[CH2:13]([CH:15]([C:19]([CH3:21])=[O:20])[C:16]([OH:18])=[O:17])C.[N+]([O-])([O-])=O.[Ag+:26], predict the reaction product. The product is: [CH3:13][CH:15]([C:19]([CH3:21])=[O:20])[C:16]([O-:18])=[O:17].[Ag+:26].